From a dataset of Full USPTO retrosynthesis dataset with 1.9M reactions from patents (1976-2016). Predict the reactants needed to synthesize the given product. (1) Given the product [C:24]([N:23]([CH2:21][CH3:22])[C:12]([C:10]1[CH:9]=[CH:8][C:7]([N:15]2[CH2:18][C:17]([F:20])([F:19])[CH2:16]2)=[C:6]([O:5][CH2:4][CH:1]2[CH2:2][CH2:3]2)[N:11]=1)=[O:14])([CH3:27])([CH3:26])[CH3:25], predict the reactants needed to synthesize it. The reactants are: [CH:1]1([CH2:4][O:5][C:6]2[N:11]=[C:10]([C:12]([OH:14])=O)[CH:9]=[CH:8][C:7]=2[N:15]2[CH2:18][C:17]([F:20])([F:19])[CH2:16]2)[CH2:3][CH2:2]1.[CH2:21]([NH:23][C:24]([CH3:27])([CH3:26])[CH3:25])[CH3:22].CN(C(ON1N=NC2C=CC=CC1=2)=[N+](C)C)C.[B-](F)(F)(F)F.CCN(C(C)C)C(C)C. (2) Given the product [NH2:15][CH2:18][C:19]1[CH:26]=[CH:25][C:22]([C:23]#[N:24])=[C:21]([F:27])[CH:20]=1, predict the reactants needed to synthesize it. The reactants are: C1(S)C=CC=CC=1.C(N(CC)CC)C.[N:15]([CH2:18][C:19]1[CH:26]=[CH:25][C:22]([C:23]#[N:24])=[C:21]([F:27])[CH:20]=1)=[N+]=[N-]. (3) The reactants are: [F:1][C:2]1[CH:7]=[C:6]([S:8][C:9]([F:12])([F:11])[F:10])[CH:5]=[CH:4][C:3]=1[N:13]([CH3:23])[C:14]([NH:16][CH2:17][C:18]1[O:19][CH:20]=[CH:21][CH:22]=1)=[O:15].C(N(C(C)C)CC)(C)C.[F:33][C:34]1[CH:42]=[CH:41][CH:40]=[C:39]([F:43])[C:35]=1[C:36](Cl)=[O:37].C(OC)(C)(C)C. Given the product [F:33][C:34]1[CH:42]=[CH:41][CH:40]=[C:39]([F:43])[C:35]=1[C:36]([N:16]([CH2:17][C:18]1[O:19][CH:20]=[CH:21][CH:22]=1)[C:14]([N:13]([C:3]1[CH:4]=[CH:5][C:6]([S:8][C:9]([F:12])([F:11])[F:10])=[CH:7][C:2]=1[F:1])[CH3:23])=[O:15])=[O:37], predict the reactants needed to synthesize it. (4) Given the product [CH2:22]([C@@H:29]([C:86](=[O:150])[NH:87][CH2:88][C:89](=[O:149])[N:90]([CH3:148])[C@@H:91]([CH2:144][CH:145]([CH3:147])[CH3:146])[C:92](=[O:143])[N:93]([CH3:142])[C@@H:94]([CH:139]([CH3:141])[CH3:140])[C:95](=[O:138])[NH:96][C@@H:97]([CH2:131][C:132]1[CH:137]=[CH:136][CH:135]=[CH:134][CH:133]=1)[C:98](=[O:130])[NH:99][C@H:100]([C:105](=[O:129])[N:106]([CH3:128])[C@@H:107]([CH2:121][C:122]1[CH:123]=[CH:124][CH:125]=[CH:126][CH:127]=1)[C:108](=[O:120])[NH:109][C@@H:110]([CH3:119])[C:111](=[O:118])[N:112]1[CH2:117][CH2:116][CH2:115][CH2:114][CH2:113]1)[CH2:101][C:102]([O:12][C:6]1[C:7]([CH3:11])=[CH:8][CH:9]=[CH:10][C:5]=1[S:4][S:3][CH2:1][CH3:2])=[O:103])[N:30]([CH3:85])[C:31](=[O:84])[C@H:32]([C@H:62]([O:64][C:65]([C:66]1[CH:71]=[CH:70][CH:69]=[CH:68][CH:67]=1)([C:72]1[CH:73]=[CH:74][CH:75]=[CH:76][CH:77]=1)[C:78]1[CH:83]=[CH:82][CH:81]=[CH:80][CH:79]=1)[CH3:63])[NH:33][C:34](=[O:61])[C@H:35]([CH2:57][CH:58]([CH3:60])[CH3:59])[N:36]([CH3:56])[C:37](=[O:55])[C@H:38]([CH:52]([CH3:54])[CH3:53])[NH:39][C:40](=[O:51])[C@H:41]([CH3:50])[NH:42][C:43](=[O:49])[O:44][C:45]([CH3:46])([CH3:47])[CH3:48])[C:23]1[CH:28]=[CH:27][CH:26]=[CH:25][CH:24]=1, predict the reactants needed to synthesize it. The reactants are: [CH2:1]([S:3][S:4][C:5]1[CH:10]=[CH:9][CH:8]=[C:7]([CH3:11])[C:6]=1[OH:12])[CH3:2].C(=NC(C)C)=NC(C)C.[CH2:22]([C@@H:29]([C:86](=[O:150])[NH:87][CH2:88][C:89](=[O:149])[N:90]([CH3:148])[C@@H:91]([CH2:144][CH:145]([CH3:147])[CH3:146])[C:92](=[O:143])[N:93]([CH3:142])[C@@H:94]([CH:139]([CH3:141])[CH3:140])[C:95](=[O:138])[NH:96][C@@H:97]([CH2:131][C:132]1[CH:137]=[CH:136][CH:135]=[CH:134][CH:133]=1)[C:98](=[O:130])[NH:99][C@H:100]([C:105](=[O:129])[N:106]([CH3:128])[C@@H:107]([CH2:121][C:122]1[CH:127]=[CH:126][CH:125]=[CH:124][CH:123]=1)[C:108](=[O:120])[NH:109][C@@H:110]([CH3:119])[C:111](=[O:118])[N:112]1[CH2:117][CH2:116][CH2:115][CH2:114][CH2:113]1)[CH2:101][C:102](O)=[O:103])[N:30]([CH3:85])[C:31](=[O:84])[C@H:32]([C@H:62]([O:64][C:65]([C:78]1[CH:83]=[CH:82][CH:81]=[CH:80][CH:79]=1)([C:72]1[CH:77]=[CH:76][CH:75]=[CH:74][CH:73]=1)[C:66]1[CH:71]=[CH:70][CH:69]=[CH:68][CH:67]=1)[CH3:63])[NH:33][C:34](=[O:61])[C@H:35]([CH2:57][CH:58]([CH3:60])[CH3:59])[N:36]([CH3:56])[C:37](=[O:55])[C@H:38]([CH:52]([CH3:54])[CH3:53])[NH:39][C:40](=[O:51])[C@H:41]([CH3:50])[NH:42][C:43](=[O:49])[O:44][C:45]([CH3:48])([CH3:47])[CH3:46])[C:23]1[CH:28]=[CH:27][CH:26]=[CH:25][CH:24]=1. (5) Given the product [CH3:11][O:12][C:13](=[O:39])/[CH:14]=[CH:15]/[C:16]1[CH:17]=[CH:18][C:19]([C:22]2[CH:27]=[CH:26][C:25]([O:28][CH2:2][C:3]#[N:4])=[C:24]([C:29]34[CH2:38][CH:33]5[CH2:34][CH:35]([CH2:37][CH:31]([CH2:32]5)[CH2:30]3)[CH2:36]4)[CH:23]=2)=[CH:20][CH:21]=1, predict the reactants needed to synthesize it. The reactants are: Br[CH2:2][C:3]#[N:4].C([O-])([O-])=O.[K+].[K+].[CH3:11][O:12][C:13](=[O:39])/[CH:14]=[CH:15]/[C:16]1[CH:21]=[CH:20][C:19]([C:22]2[CH:27]=[CH:26][C:25]([OH:28])=[C:24]([C:29]34[CH2:38][CH:33]5[CH2:34][CH:35]([CH2:37][CH:31]([CH2:32]5)[CH2:30]3)[CH2:36]4)[CH:23]=2)=[CH:18][CH:17]=1.O.